From a dataset of Forward reaction prediction with 1.9M reactions from USPTO patents (1976-2016). Predict the product of the given reaction. (1) Given the reactants C[O:2][C:3](=[O:49])[CH2:4][C@H:5]([OH:48])[CH2:6][C@H:7]([OH:47])[CH:8]=[CH:9][C:10]1[N:11]([CH:44]([CH3:46])[CH3:45])[C:12]([C:28](=[O:43])[NH:29][CH2:30][C:31]2[CH:36]=[CH:35][C:34]([C:37]([O:39][CH:40]([CH3:42])[CH3:41])=[O:38])=[CH:33][CH:32]=2)=[C:13]([C:22]2[CH:27]=[CH:26][CH:25]=[CH:24][CH:23]=2)[C:14]=1[C:15]1[CH:20]=[CH:19][C:18]([F:21])=[CH:17][CH:16]=1.C(O)C.O.[OH-].[Na+:55], predict the reaction product. The product is: [Na+:55].[F:21][C:18]1[CH:19]=[CH:20][C:15]([C:14]2[C:13]([C:22]3[CH:23]=[CH:24][CH:25]=[CH:26][CH:27]=3)=[C:12]([C:28](=[O:43])[NH:29][CH2:30][C:31]3[CH:36]=[CH:35][C:34]([C:37]([O:39][CH:40]([CH3:42])[CH3:41])=[O:38])=[CH:33][CH:32]=3)[N:11]([CH:44]([CH3:45])[CH3:46])[C:10]=2[CH:9]=[CH:8][C@@H:7]([OH:47])[CH2:6][C@@H:5]([OH:48])[CH2:4][C:3]([O-:49])=[O:2])=[CH:16][CH:17]=1. (2) Given the reactants Br[C:2]1[CH:3]=[C:4]([CH2:8][S:9]([C:12]2[CH:17]=[C:16]([C:18]([CH3:21])([CH3:20])[CH3:19])[C:15]([OH:22])=[C:14]([C:23]([CH3:26])([CH3:25])[CH3:24])[CH:13]=2)(=[O:11])=[O:10])[CH:5]=[CH:6][CH:7]=1.[CH2:27]=[CH:28][C:29]1[CH:34]=[CH:33][CH:32]=[CH:31][CH:30]=1.C1(C(N)C2CCCCC2)CCCCC1, predict the reaction product. The product is: [C:18]([C:16]1[CH:17]=[C:12]([S:9]([CH2:8][C:4]2[CH:5]=[CH:6][CH:7]=[C:2]([CH:27]=[CH:28][C:29]3[CH:34]=[CH:33][CH:32]=[CH:31][CH:30]=3)[CH:3]=2)(=[O:11])=[O:10])[CH:13]=[C:14]([C:23]([CH3:26])([CH3:25])[CH3:24])[C:15]=1[OH:22])([CH3:21])([CH3:20])[CH3:19]. (3) Given the reactants [S:1]1[CH:5]=[CH:4][N:3]=[C:2]1[C:6]1(O)[CH2:15][CH2:14][C:9]2([O:13][CH2:12][CH2:11][O:10]2)[CH2:8][CH2:7]1.C(N(S(F)(F)[F:23])CC)C, predict the reaction product. The product is: [F:23][C:6]1([C:2]2[S:1][CH:5]=[CH:4][N:3]=2)[CH2:15][CH2:14][C:9]2([O:13][CH2:12][CH2:11][O:10]2)[CH2:8][CH2:7]1. (4) Given the reactants [Br:1][CH2:2][C:3]([OH:5])=O.C1C=CC2N(O)N=NC=2C=1.CCN=C=NCCCN(C)C.[CH2:27]([NH2:34])[C:28]1[CH:33]=[CH:32][CH:31]=[CH:30][CH:29]=1, predict the reaction product. The product is: [CH2:27]([NH:34][C:3](=[O:5])[CH2:2][Br:1])[C:28]1[CH:33]=[CH:32][CH:31]=[CH:30][CH:29]=1.